From a dataset of Peptide-MHC class I binding affinity with 185,985 pairs from IEDB/IMGT. Regression. Given a peptide amino acid sequence and an MHC pseudo amino acid sequence, predict their binding affinity value. This is MHC class I binding data. The peptide sequence is EPYPPKGPV. The MHC is HLA-B51:01 with pseudo-sequence HLA-B51:01. The binding affinity (normalized) is 0.379.